Dataset: Forward reaction prediction with 1.9M reactions from USPTO patents (1976-2016). Task: Predict the product of the given reaction. (1) Given the reactants [CH3:1][N:2]1[C:6](N2C=CC=CC2=[O:13])=[C:5]([C:14]2[CH:19]=[CH:18][CH:17]=[C:16]([C:20]([F:23])([F:22])[F:21])[CH:15]=2)[N:4]=[C:3]1[CH:24]1[CH2:29][CH2:28][N:27](C(OCC2C=CC=CC=2)=O)[CH2:26][CH2:25]1.[H][H].[CH:42]([OH:45])([CH3:44])C, predict the reaction product. The product is: [NH4+:2].[OH-:13].[CH3:1][N:2]1[C:6]([C:25]2[CH:24]=[CH:3][NH:2][C:42](=[O:45])[CH:44]=2)=[C:5]([C:14]2[CH:19]=[CH:18][CH:17]=[C:16]([C:20]([F:22])([F:21])[F:23])[CH:15]=2)[N:4]=[C:3]1[CH:24]1[CH2:25][CH2:26][NH:27][CH2:28][CH2:29]1. (2) Given the reactants O.[Na].[CH2:3]([N:10]1[CH2:16][C:15]2(Cl)[C:17]([O:20][CH3:21])([O:18][CH3:19])[C:12](Cl)([C:13](Cl)=[C:14]2Cl)[CH2:11]1)[C:4]1[CH:9]=[CH:8][CH:7]=[CH:6][CH:5]=1.C(O)(C)(C)C, predict the reaction product. The product is: [CH2:3]([N:10]1[CH2:16][CH:15]2[C:17]([O:20][CH3:21])([O:18][CH3:19])[CH:12]([CH:13]=[CH:14]2)[CH2:11]1)[C:4]1[CH:5]=[CH:6][CH:7]=[CH:8][CH:9]=1.